From a dataset of Full USPTO retrosynthesis dataset with 1.9M reactions from patents (1976-2016). Predict the reactants needed to synthesize the given product. (1) Given the product [CH2:1]([C:7]1[N:15]=[C:14]([C:16]([F:19])([F:18])[F:17])[N:13]=[C:12]2[C:8]=1[NH:9][CH:10]=[N:11]2)[CH2:2][CH3:3], predict the reactants needed to synthesize it. The reactants are: [CH2:1]([Mg]Br)[CH2:2][CH3:3].Cl[C:7]1[N:15]=[C:14]([C:16]([F:19])([F:18])[F:17])[N:13]=[C:12]2[C:8]=1[NH:9][CH:10]=[N:11]2.C1COCC1.O. (2) Given the product [CH2:1]([O:3][C:4]([C:6]1[N:11]=[C:10]([CH:12]2[CH2:13][CH2:14][N:15]([C:18]([O:20][C:21]([CH3:22])([CH3:24])[CH3:23])=[O:19])[CH2:16][CH2:17]2)[CH:9]=[CH:8][CH:7]=1)=[O:5])[CH3:2], predict the reactants needed to synthesize it. The reactants are: [CH2:1]([O:3][C:4]([C:6]1[N:11]=[C:10]([C:12]2[CH2:13][CH2:14][N:15]([C:18]([O:20][C:21]([CH3:24])([CH3:23])[CH3:22])=[O:19])[CH2:16][CH:17]=2)[CH:9]=[CH:8][CH:7]=1)=[O:5])[CH3:2]. (3) Given the product [CH:44]1([CH2:47][O:48][C:49]2[CH:57]=[CH:56][C:52]3[O:53][CH2:54][O:55][C:51]=3[C:50]=2[C:58]2[C:59]3[NH:66][C:65]([CH3:67])=[C:64]([C:68]([NH:2][C@H:3]([CH2:33][C:34]4[CH:39]=[CH:38][CH:37]=[CH:36][C:35]=4[C:40]([F:42])([F:41])[F:43])[C:4]([N:6]4[CH2:7][CH2:8][CH:9]([N:12]5[N:21]=[C:20]([C:22]6[CH:27]=[CH:26][C:25]([O:28][CH3:29])=[C:24]([O:30][CH3:31])[CH:23]=6)[C@@H:19]6[C@@H:14]([CH2:15][CH2:16][CH2:17][CH2:18]6)[C:13]5=[O:32])[CH2:10][CH2:11]4)=[O:5])=[O:69])[C:60]=3[N:61]=[CH:62][N:63]=2)[CH2:45][CH2:46]1, predict the reactants needed to synthesize it. The reactants are: Cl.[NH2:2][C@H:3]([CH2:33][C:34]1[CH:39]=[CH:38][CH:37]=[CH:36][C:35]=1[C:40]([F:43])([F:42])[F:41])[C:4]([N:6]1[CH2:11][CH2:10][CH:9]([N:12]2[N:21]=[C:20]([C:22]3[CH:27]=[CH:26][C:25]([O:28][CH3:29])=[C:24]([O:30][CH3:31])[CH:23]=3)[C@@H:19]3[C@@H:14]([CH2:15][CH2:16][CH2:17][CH2:18]3)[C:13]2=[O:32])[CH2:8][CH2:7]1)=[O:5].[CH:44]1([CH2:47][O:48][C:49]2[CH:57]=[CH:56][C:52]3[O:53][CH2:54][O:55][C:51]=3[C:50]=2[C:58]2[C:59]3[NH:66][C:65]([CH3:67])=[C:64]([C:68](O)=[O:69])[C:60]=3[N:61]=[CH:62][N:63]=2)[CH2:46][CH2:45]1.CN(C(ON1N=NC2C=CC=NC1=2)=[N+](C)C)C.F[P-](F)(F)(F)(F)F.CCN(C(C)C)C(C)C.C(=O)(O)[O-].[Na+]. (4) Given the product [Br:1][C:2]1[CH:7]=[C:6]2[C:5](=[CH:4][CH:3]=1)[O:11][C:14]1([CH2:15][CH2:16][O:12][CH2:13]1)[CH2:9][C:8]2=[O:10], predict the reactants needed to synthesize it. The reactants are: [Br:1][C:2]1[CH:3]=[CH:4][C:5]([OH:11])=[C:6]([C:8](=[O:10])[CH3:9])[CH:7]=1.[O:12]1[CH2:16][CH2:15][C:14](=O)[CH2:13]1.N1CCCC1.Cl.